From a dataset of Reaction yield outcomes from USPTO patents with 853,638 reactions. Predict the reaction yield, written as a fraction of the theoretical maximum amount of product (1.0 means a 100% yield; for example, 0.34 means a 34% yield). (1) The reactants are [CH3:1][O:2][C:3]1[CH:4]=[C:5]2[C:10](=[CH:11][C:12]=1[O:13][CH3:14])[N:9]=[CH:8][CH:7]=[C:6]2[O:15][C:16]1[CH:22]=[CH:21][C:19]([NH2:20])=[CH:18][C:17]=1[CH3:23].C(N(CC)CC)C.ClC(Cl)(O[C:35](=[O:41])OC(Cl)(Cl)Cl)Cl.[CH2:43]([N:50]1[CH2:55][CH2:54][CH:53]([NH2:56])[CH2:52][CH2:51]1)[C:44]1[CH:49]=[CH:48][CH:47]=[CH:46][CH:45]=1. The catalyst is C(Cl)(Cl)Cl.O. The product is [CH2:43]([N:50]1[CH2:55][CH2:54][CH:53]([NH:56][C:35]([NH:20][C:19]2[CH:21]=[CH:22][C:16]([O:15][C:6]3[C:5]4[C:10](=[CH:11][C:12]([O:13][CH3:14])=[C:3]([O:2][CH3:1])[CH:4]=4)[N:9]=[CH:8][CH:7]=3)=[C:17]([CH3:23])[CH:18]=2)=[O:41])[CH2:52][CH2:51]1)[C:44]1[CH:45]=[CH:46][CH:47]=[CH:48][CH:49]=1. The yield is 0.500. (2) The reactants are [CH:1]1([C:4]2[N:9]=[C:8]([C:10]3[NH:27][C:13]4=[N:14][C:15]([N:18]5[CH2:23][CH2:22][CH2:21][C@@H:20]([C:24]([OH:26])=O)[CH2:19]5)=[CH:16][CH:17]=[C:12]4[N:11]=3)[CH:7]=[CH:6][CH:5]=2)[CH2:3][CH2:2]1.C(N=C=N[CH2:33][CH2:34][CH2:35][N:36]([CH3:38])C)C.OC1C2N=NNC=2C=CC=1.N1CC=CC1. The catalyst is CN(C)C=O. The product is [CH:1]1([C:4]2[N:9]=[C:8]([C:10]3[NH:27][C:13]4=[N:14][C:15]([N:18]5[CH2:23][CH2:22][CH2:21][C@@H:20]([C:24]([N:36]6[CH2:35][CH:34]=[CH:33][CH2:38]6)=[O:26])[CH2:19]5)=[CH:16][CH:17]=[C:12]4[N:11]=3)[CH:7]=[CH:6][CH:5]=2)[CH2:3][CH2:2]1. The yield is 0.170. (3) The reactants are [CH2:1]([N:5]([CH2:23][CH2:24][CH2:25][CH3:26])[C:6]1[CH:11]=[CH:10][C:9]([CH:12]=[CH:13][CH:14]=[CH:15][C:16]2[S:17][CH:18]=[CH:19][CH:20]=2)=[C:8]([O:21][CH3:22])[CH:7]=1)[CH2:2][CH2:3][CH3:4].C([Li])CCC.CN(C)[CH:34]=[O:35].II. The catalyst is O1CCCC1.CCOCC.C(OCC)(=O)C.O. The product is [CH2:23]([N:5]([CH2:1][CH2:2][CH2:3][CH3:4])[C:6]1[CH:11]=[CH:10][C:9]([CH:12]=[CH:13][CH:14]=[CH:15][C:16]2[S:17][C:18]([CH:34]=[O:35])=[CH:19][CH:20]=2)=[C:8]([O:21][CH3:22])[CH:7]=1)[CH2:24][CH2:25][CH3:26]. The yield is 0.801. (4) The yield is 0.710. The catalyst is C(O)(=O)C. The product is [CH3:1][O:2][C:3]1[CH:4]=[C:5]2[C:9](=[CH:10][CH:11]=1)[N:8]([CH3:12])[CH2:7][CH2:6]2. The reactants are [CH3:1][O:2][C:3]1[CH:4]=[C:5]2[C:9](=[CH:10][CH:11]=1)[N:8]([CH3:12])[CH:7]=[CH:6]2.FC(F)(F)C(O)=O.C([BH3-])#N.[Na+].[OH-].[Na+].